This data is from Forward reaction prediction with 1.9M reactions from USPTO patents (1976-2016). The task is: Predict the product of the given reaction. (1) Given the reactants C([O:3][C:4]([C:6]1[N:7]([C:12]2[CH:17]=[CH:16][C:15]([O:18][CH3:19])=[CH:14][CH:13]=2)[N:8]=[C:9]([CH3:11])[CH:10]=1)=[O:5])C.CO.C1COCC1.[OH-].[Na+], predict the reaction product. The product is: [CH3:19][O:18][C:15]1[CH:14]=[CH:13][C:12]([N:7]2[C:6]([C:4]([OH:5])=[O:3])=[CH:10][C:9]([CH3:11])=[N:8]2)=[CH:17][CH:16]=1. (2) Given the reactants [C:1]([N:9]1[C:13]2([CH2:17][CH2:16][N:15]([C@H:18]([CH3:25])[C:19]3[CH:24]=[CH:23][CH:22]=[CH:21][CH:20]=3)[C:14]2=O)[CH2:12][CH2:11][CH2:10]1)(=O)[C:2]1[CH:7]=[CH:6][CH:5]=[CH:4][CH:3]=1.[H-].[Al+3].[Li+].[H-].[H-].[H-], predict the reaction product. The product is: [CH2:1]([N:9]1[C:13]2([CH2:17][CH2:16][N:15]([C@H:18]([CH3:25])[C:19]3[CH:24]=[CH:23][CH:22]=[CH:21][CH:20]=3)[CH2:14]2)[CH2:12][CH2:11][CH2:10]1)[C:2]1[CH:3]=[CH:4][CH:5]=[CH:6][CH:7]=1. (3) Given the reactants [N+:1]([C:4]1[C:8]2[C:9](=[O:13])[NH:10][CH2:11][CH2:12][C:7]=2[NH:6][C:5]=1[C:14]1[CH:19]=[CH:18][N:17]=[C:16](C2C=NC3C(C=2)=CC=CC=3)[CH:15]=1)([O-:3])=[O:2].[Cl:30]C1C=C(C2NC3CCNC(=O)C=3C=2)C=CN=1.[N+]([O-])(O)=O, predict the reaction product. The product is: [Cl:30][C:16]1[CH:15]=[C:14]([C:5]2[NH:6][C:7]3[CH2:12][CH2:11][NH:10][C:9](=[O:13])[C:8]=3[C:4]=2[N+:1]([O-:3])=[O:2])[CH:19]=[CH:18][N:17]=1. (4) Given the reactants COC1C=CC(C[O:8][CH2:9][C:10]2[CH:11]=[C:12]([N:16]3[CH2:21][CH2:20][N:19]([C:22]4[CH:27]=[CH:26][N:25]=[CH:24][CH:23]=4)[CH2:18][CH2:17]3)[CH:13]=[CH:14][CH:15]=2)=CC=1.C(O)(C(F)(F)F)=O, predict the reaction product. The product is: [N:25]1[CH:24]=[CH:23][C:22]([N:19]2[CH2:20][CH2:21][N:16]([C:12]3[CH:11]=[C:10]([CH2:9][OH:8])[CH:15]=[CH:14][CH:13]=3)[CH2:17][CH2:18]2)=[CH:27][CH:26]=1. (5) The product is: [NH2:11][CH:12]([CH2:23][CH2:24][P:25]([O:29][C:30]1[CH:31]=[CH:32][C:33]([C:36]([OH:38])=[O:37])=[CH:34][CH:35]=1)([O:27][CH3:28])=[O:26])[C:13]([OH:15])=[O:14]. Given the reactants C(OC([NH:11][CH:12]([CH2:23][CH2:24][P:25]([O:29][C:30]1[CH:35]=[CH:34][C:33]([C:36]([O:38]CC2C=CC=CC=2)=[O:37])=[CH:32][CH:31]=1)([O:27][CH3:28])=[O:26])[C:13]([O:15]CC1C=CC=CC=1)=[O:14])=O)C1C=CC=CC=1.[H][H], predict the reaction product. (6) Given the reactants [CH2:1]([NH:8][C:9]([C:11]1[S:15][C:14]([N:16]2[CH2:20][CH2:19][NH:18][C:17]2=[O:21])=[N:13][C:12]=1[CH3:22])=[O:10])[C:2]1[CH:7]=[CH:6][CH:5]=[CH:4][CH:3]=1.C(=O)([O-])[O-].[K+].[K+].Cl[CH2:30][C:31]1[CH:38]=[CH:37][C:34]([C:35]#[N:36])=[CH:33][CH:32]=1, predict the reaction product. The product is: [CH2:1]([NH:8][C:9]([C:11]1[S:15][C:14]([N:16]2[CH2:20][CH2:19][N:18]([CH2:30][C:31]3[CH:38]=[CH:37][C:34]([C:35]#[N:36])=[CH:33][CH:32]=3)[C:17]2=[O:21])=[N:13][C:12]=1[CH3:22])=[O:10])[C:2]1[CH:7]=[CH:6][CH:5]=[CH:4][CH:3]=1. (7) Given the reactants [CH2:1]([O:3][C:4]([C:6]1[C:7]2[CH2:18][CH2:17][CH:16]([CH2:19][C:20]3[CH:25]=[CH:24][CH:23]=[CH:22][CH:21]=3)[CH2:15][C:8]=2[S:9][C:10]=1[NH:11][C:12](=[O:14])[CH3:13])=[O:5])[CH3:2].CC(O)=[O:28], predict the reaction product. The product is: [CH2:1]([O:3][C:4]([C:6]1[C:7]2[CH2:18][CH2:17][CH:16]([CH2:19][C:20]3[CH:25]=[CH:24][CH:23]=[CH:22][CH:21]=3)[C:15](=[O:28])[C:8]=2[S:9][C:10]=1[NH:11][C:12](=[O:14])[CH3:13])=[O:5])[CH3:2]. (8) Given the reactants [Cl:1][C:2]1[CH:7]=[CH:6][C:5]([CH:8]2[C:12]3[N:13]([CH:19]([CH3:21])[CH3:20])[C:14]([CH:16]4[CH2:18][CH2:17]4)=[N:15][C:11]=3[C:10](=[O:22])[N:9]2[C:23]2[CH:24]=[C:25]([CH3:33])[C:26]3[N:27]([C:29]([CH3:32])=[N:30][N:31]=3)[CH:28]=2)=[CH:4][CH:3]=1, predict the reaction product. The product is: [Cl:1][C:2]1[CH:3]=[CH:4][C:5]([C@H:8]2[C:12]3[N:13]([CH:19]([CH3:21])[CH3:20])[C:14]([CH:16]4[CH2:18][CH2:17]4)=[N:15][C:11]=3[C:10](=[O:22])[N:9]2[C:23]2[CH:24]=[C:25]([CH3:33])[C:26]3[N:27]([C:29]([CH3:32])=[N:30][N:31]=3)[CH:28]=2)=[CH:6][CH:7]=1. (9) Given the reactants [C:1]([NH:5][C:6]1[C:11]([C:12](O)=[O:13])=[CH:10][N:9]=[C:8]([S:15][CH3:16])[N:7]=1)([CH3:4])([CH3:3])[CH3:2].C[N:18](C(ON1N=NC2C=CC=NC1=2)=[N+](C)C)C.F[P-](F)(F)(F)(F)F.Cl.N.CCN(C(C)C)C(C)C, predict the reaction product. The product is: [C:1]([NH:5][C:6]1[C:11]([C:12]([NH2:18])=[O:13])=[CH:10][N:9]=[C:8]([S:15][CH3:16])[N:7]=1)([CH3:4])([CH3:3])[CH3:2].